Dataset: Retrosynthesis with 50K atom-mapped reactions and 10 reaction types from USPTO. Task: Predict the reactants needed to synthesize the given product. (1) Given the product CS(=O)(=O)OCCc1ccncn1, predict the reactants needed to synthesize it. The reactants are: CS(=O)(=O)Cl.OCCc1ccncn1. (2) The reactants are: CCCNC(=O)c1ccc([N+](=O)[O-])cc1. Given the product CCCNC(=O)c1ccc(N)cc1, predict the reactants needed to synthesize it. (3) Given the product CC(C)(C)OC(=O)N1CCN(c2ncc(Br)cn2)CC1, predict the reactants needed to synthesize it. The reactants are: CC(C)(C)OC(=O)N1CCNCC1.Clc1ncc(Br)cn1. (4) Given the product CC(C)(C)OC(=O)COc1ccc(Cl)cc1C#Cc1ccc(-c2ccccc2)c(S(C)(=O)=O)c1, predict the reactants needed to synthesize it. The reactants are: C#Cc1cc(Cl)ccc1OCC(=O)OC(C)(C)C.CS(=O)(=O)c1cc(Br)ccc1-c1ccccc1. (5) Given the product COc1ccc2c(C3CCCCC3)nc(Nc3cc(C)[nH]n3)cc2c1, predict the reactants needed to synthesize it. The reactants are: COc1ccc2c(Cl)nc(Nc3cc(C)[nH]n3)cc2c1.[Mg+]C1CCCCC1.